Task: Predict the product of the given reaction.. Dataset: Forward reaction prediction with 1.9M reactions from USPTO patents (1976-2016) (1) Given the reactants P(Cl)(Cl)(Cl)=O.CN([CH:9]=[O:10])C.[Cl:11][C:12]1[CH:17]=[CH:16][C:15]([S:18]([C:21]2[C:22]([CH2:27][CH2:28][C:29]([OH:31])=[O:30])=[CH:23][NH:24][C:25]=2[CH3:26])(=[O:20])=[O:19])=[CH:14][CH:13]=1.Cl, predict the reaction product. The product is: [Cl:11][C:12]1[CH:13]=[CH:14][C:15]([S:18]([C:21]2[C:22]([CH2:27][CH2:28][C:29]([OH:31])=[O:30])=[C:23]([CH:9]=[O:10])[NH:24][C:25]=2[CH3:26])(=[O:19])=[O:20])=[CH:16][CH:17]=1. (2) The product is: [CH3:3][C:2]1[C:6]([CH2:11][OH:22])=[CH:7][C:26]2[CH2:27][O:23][CH2:24][C:25]=2[CH:4]=1. Given the reactants [Li].[C:2]([C:6]1[CH:11]=CC(C2C=[CH:11][C:6]([C:2](C)([CH3:4])[CH3:3])=[CH:7]C=2)=C[CH:7]=1)(C)([CH3:4])[CH3:3].[OH2:22].[O:23]1[CH2:27][CH2:26][CH2:25][CH2:24]1, predict the reaction product. (3) Given the reactants [C:1]([O:5][C:6](=[O:19])[N:7]([C@H:9]1[CH2:14][CH2:13][C@H:12]([C:15]#[C:16][CH2:17][OH:18])[CH2:11][CH2:10]1)[CH3:8])([CH3:4])([CH3:3])[CH3:2].[CH3:20][S:21](Cl)(=[O:23])=[O:22].N1C=CC=CC=1.O, predict the reaction product. The product is: [C:1]([O:5][C:6]([N:7]([CH3:8])[C@H:9]1[CH2:10][CH2:11][C@H:12]([C:15]#[C:16][CH2:17][O:18][S:21]([CH3:20])(=[O:23])=[O:22])[CH2:13][CH2:14]1)=[O:19])([CH3:3])([CH3:2])[CH3:4].